This data is from Forward reaction prediction with 1.9M reactions from USPTO patents (1976-2016). The task is: Predict the product of the given reaction. (1) Given the reactants [Cl:1][C:2]1[N:10]=[C:9]2[C:5]([NH:6][C:7]([S:11]([CH3:14])(=[O:13])=[O:12])=[N:8]2)=[CH:4][N:3]=1.C(N(CC)C(C)C)(C)C.[CH3:24][Si:25]([CH3:32])([CH3:31])[CH2:26][CH2:27][O:28][CH2:29]Cl.CCOC(C)=O, predict the reaction product. The product is: [Cl:1][C:2]1[N:10]=[C:9]2[C:5]([N:6]([CH2:29][O:28][CH2:27][CH2:26][Si:25]([CH3:32])([CH3:31])[CH3:24])[C:7]([S:11]([CH3:14])(=[O:13])=[O:12])=[N:8]2)=[CH:4][N:3]=1. (2) Given the reactants [Cl:1][C:2]1[CH:7]=[CH:6][C:5]([C:8]2[C:12]3[CH:13]=[CH:14][C:15](OS(C(F)(F)F)(=O)=O)=[CH:16][C:11]=3[S:10][N:9]=2)=[CH:4][CH:3]=1.[CH2:25]([OH:29])[CH2:26][C:27]#[CH:28], predict the reaction product. The product is: [Cl:1][C:2]1[CH:7]=[CH:6][C:5]([C:8]2[C:12]3[CH:13]=[CH:14][C:15]([C:28]#[C:27][CH2:26][CH2:25][OH:29])=[CH:16][C:11]=3[S:10][N:9]=2)=[CH:4][CH:3]=1.